Dataset: Reaction yield outcomes from USPTO patents with 853,638 reactions. Task: Predict the reaction yield, written as a fraction of the theoretical maximum amount of product (1.0 means a 100% yield; for example, 0.34 means a 34% yield). The reactants are FC1C=C(F)C=CC=1C1C=C(CN2C(=O)C3=CC=CC=C3C2=O)C(=O)N(CC(C)C)N=1.[C:32]([C:35]1[C:36](=[O:58])[N:37]([CH2:50][C:51]2[CH:56]=[CH:55][C:54]([Cl:57])=[CH:53][CH:52]=2)[N:38]=[C:39]([C:41]2[CH:46]=[CH:45][C:44]([O:47][CH3:48])=[C:43]([F:49])[CH:42]=2)[CH:40]=1)(O)=[O:33]. No catalyst specified. The product is [Cl:57][C:54]1[CH:53]=[CH:52][C:51]([CH2:50][N:37]2[C:36](=[O:58])[C:35]([CH2:32][OH:33])=[CH:40][C:39]([C:41]3[CH:46]=[CH:45][C:44]([O:47][CH3:48])=[C:43]([F:49])[CH:42]=3)=[N:38]2)=[CH:56][CH:55]=1. The yield is 0.204.